This data is from Reaction yield outcomes from USPTO patents with 853,638 reactions. The task is: Predict the reaction yield, written as a fraction of the theoretical maximum amount of product (1.0 means a 100% yield; for example, 0.34 means a 34% yield). (1) The reactants are C1(P(=O)(C2C=CC=CC=2)C2C=CC=CC=2)C=CC=CC=1.FC(F)(F)S(OS(C(F)(F)F)(=O)=O)(=O)=O.C([S:43][C:44]([CH3:82])([CH2:59][NH:60][C:61]([C:63]1[NH:64][C:65]2[C:70]([CH:71]=1)=[CH:69][CH:68]=[CH:67][C:66]=2[N:72]([CH3:81])[S:73]([C:76]1[S:77][CH:78]=[CH:79][CH:80]=1)(=[O:75])=[O:74])=O)[CH2:45][N:46]1[CH2:51][CH2:50][N:49](C(OC(C)(C)C)=O)[CH2:48][CH2:47]1)C1C=CC=CC=1.CSC.C(=O)([O-])O.[Na+]. The product is [CH3:81][N:72]([C:66]1[CH:67]=[CH:68][CH:69]=[C:70]2[C:65]=1[NH:64][C:63]([C:61]1[S:43][C:44]([CH3:82])([CH2:45][N:46]3[CH2:51][CH2:50][NH:49][CH2:48][CH2:47]3)[CH2:59][N:60]=1)=[CH:71]2)[S:73]([C:76]1[S:77][CH:78]=[CH:79][CH:80]=1)(=[O:75])=[O:74]. The yield is 0.450. The catalyst is C(#N)C. (2) The yield is 1.00. The catalyst is C(Cl)Cl. The reactants are [Br:1]N1C(=O)CCC1=O.[F:9][CH:10]1[CH2:15][CH2:14][CH2:13][CH2:12][CH:11]1[C:16]1[C:17]2[S:28][C:27]([C:29]([O:31][CH3:32])=[O:30])=[CH:26][C:18]=2[N:19]([CH2:21][C:22]([O:24][CH3:25])=[O:23])[CH:20]=1. The product is [Br:1][C:20]1[N:19]([CH2:21][C:22]([O:24][CH3:25])=[O:23])[C:18]2[CH:26]=[C:27]([C:29]([O:31][CH3:32])=[O:30])[S:28][C:17]=2[C:16]=1[CH:11]1[CH2:12][CH2:13][CH2:14][CH2:15][CH:10]1[F:9]. (3) The reactants are [Br:1][C:2]1[CH:3]=[C:4]2[C:8](=[CH:9][CH:10]=1)[NH:7][N:6]=[C:5]2[C:11]([OH:13])=[O:12].S(Cl)(Cl)=O.[CH3:18]O. No catalyst specified. The product is [Br:1][C:2]1[CH:3]=[C:4]2[C:8](=[CH:9][CH:10]=1)[NH:7][N:6]=[C:5]2[C:11]([O:13][CH3:18])=[O:12]. The yield is 0.670.